Task: Predict the reaction yield, written as a fraction of the theoretical maximum amount of product (1.0 means a 100% yield; for example, 0.34 means a 34% yield).. Dataset: Reaction yield outcomes from USPTO patents with 853,638 reactions (1) The reactants are [N:1]1[CH:6]=[CH:5][CH:4]=[N:3][C:2]=1[NH:7][CH2:8][CH2:9][CH2:10][N:11]1[C:19]2[C:14](=[CH:15][C:16]([C:20]([OH:22])=O)=[CH:17][CH:18]=2)[CH:13]=[N:12]1.[NH2:23][CH2:24][C@H:25]([NH:30][S:31]([C:34]1[CH:39]=[CH:38][C:37]([C:40]2[CH:45]=[CH:44][C:43]([S:46]([NH:49][CH2:50][CH2:51][NH:52][C:53]([O:55][CH2:56][C:57]3[CH:62]=[CH:61][CH:60]=[CH:59][CH:58]=3)=[O:54])(=[O:48])=[O:47])=[CH:42][CH:41]=2)=[CH:36][CH:35]=1)(=[O:33])=[O:32])[C:26]([O:28][CH3:29])=[O:27]. No catalyst specified. The product is [C:57]1([CH2:56][O:55][C:53]([NH:52][CH2:51][CH2:50][NH:49][S:46]([C:43]2[CH:44]=[CH:45][C:40]([C:37]3[CH:38]=[CH:39][C:34]([S:31]([NH:30][C@@H:25]([CH2:24][NH:23][C:20]([C:16]4[CH:15]=[C:14]5[C:19](=[CH:18][CH:17]=4)[N:11]([CH2:10][CH2:9][CH2:8][NH:7][C:2]4[N:1]=[CH:6][CH:5]=[CH:4][N:3]=4)[N:12]=[CH:13]5)=[O:22])[C:26]([O:28][CH3:29])=[O:27])(=[O:32])=[O:33])=[CH:35][CH:36]=3)=[CH:41][CH:42]=2)(=[O:47])=[O:48])=[O:54])[CH:62]=[CH:61][CH:60]=[CH:59][CH:58]=1. The yield is 0.540. (2) The reactants are [F:1][C:2]([F:10])([F:9])[C:3]1[S:7][C:6]([NH2:8])=[N:5][N:4]=1.N1C=CC=CC=1.Cl[C:18](OC1C=CC=CC=1)=[O:19].[CH3:27][N:28]1[C:36]2[C:35]([O:37][C:38]3[CH:44]=[CH:43][C:41]([NH2:42])=[CH:40][CH:39]=3)=[N:34][CH:33]=[N:32][C:31]=2[CH:30]=[CH:29]1. The catalyst is CN(C)C(=O)C. The yield is 0.480. The product is [CH3:27][N:28]1[C:36]2[C:35]([O:37][C:38]3[CH:44]=[CH:43][C:41]([NH:42][C:18]([NH:8][C:6]4[S:7][C:3]([C:2]([F:10])([F:9])[F:1])=[N:4][N:5]=4)=[O:19])=[CH:40][CH:39]=3)=[N:34][CH:33]=[N:32][C:31]=2[CH:30]=[CH:29]1. (3) The reactants are [Br:1][C:2]1[CH:10]=[CH:9][C:8]([OH:11])=[C:7]2[C:3]=1[CH2:4][CH2:5][C:6]2=[O:12].C(OC(=O)C)(=O)C.[N+:20]([O-])([OH:22])=[O:21]. The catalyst is C(O)(=O)C. The product is [Br:1][C:2]1[CH:10]=[C:9]([N+:20]([O-:22])=[O:21])[C:8]([OH:11])=[C:7]2[C:3]=1[CH2:4][CH2:5][C:6]2=[O:12]. The yield is 0.790.